This data is from Catalyst prediction with 721,799 reactions and 888 catalyst types from USPTO. The task is: Predict which catalyst facilitates the given reaction. Reactant: [OH-].[K+].[CH3:3][O:4][C:5]1[CH:6]=[CH:7][C:8]2[N:9]([N:11]=[C:12]([C:25]3[CH:30]=[CH:29][C:28]([C:31]([F:34])([F:33])[F:32])=[CH:27][CH:26]=3)[C:13]=2[CH2:14][C:15]2[N:20]=[C:19]([C:21]([O:23]C)=[O:22])[CH:18]=[CH:17][CH:16]=2)[CH:10]=1.Cl. Product: [CH3:3][O:4][C:5]1[CH:6]=[CH:7][C:8]2[N:9]([N:11]=[C:12]([C:25]3[CH:26]=[CH:27][C:28]([C:31]([F:33])([F:34])[F:32])=[CH:29][CH:30]=3)[C:13]=2[CH2:14][C:15]2[N:20]=[C:19]([C:21]([OH:23])=[O:22])[CH:18]=[CH:17][CH:16]=2)[CH:10]=1. The catalyst class is: 5.